This data is from Catalyst prediction with 721,799 reactions and 888 catalyst types from USPTO. The task is: Predict which catalyst facilitates the given reaction. (1) Reactant: [NH2:1][C:2]1[S:3][C:4]([CH3:14])=[CH:5][C:6]=1[C:7]([O:9][C:10]([CH3:13])([CH3:12])[CH3:11])=[O:8].[Cl:15][C:16]1[CH:21]=[CH:20][CH:19]=[C:18]([Cl:22])[C:17]=1[N:23]=[C:24]=[O:25].C(N(CC)CC)C. Product: [Cl:15][C:16]1[CH:21]=[CH:20][CH:19]=[C:18]([Cl:22])[C:17]=1[NH:23][C:24]([NH:1][C:2]1[S:3][C:4]([CH3:14])=[CH:5][C:6]=1[C:7]([O:9][C:10]([CH3:11])([CH3:13])[CH3:12])=[O:8])=[O:25]. The catalyst class is: 3. (2) Reactant: [OH:1][C:2]1[C:11]2[C:6](=[CH:7][CH:8]=[CH:9][CH:10]=2)[N:5]=[CH:4][CH:3]=1.[N+:12]([O-])([OH:14])=[O:13]. The catalyst class is: 796. Product: [N+:12]([C:3]1[CH:4]=[N:5][C:6]2[C:11]([C:2]=1[OH:1])=[CH:10][CH:9]=[CH:8][CH:7]=2)([O-:14])=[O:13]. (3) Reactant: Cl[CH2:2][C:3]1[S:4][CH:5]=[CH:6][C:7]=1[S:8](=[O:15])(=[O:14])[N:9]([CH2:12][CH3:13])[CH2:10][CH3:11].[N-:16]=[N+:17]=[N-:18].[Na+].O. Product: [N:16]([CH2:2][C:3]1[S:4][CH:5]=[CH:6][C:7]=1[S:8](=[O:15])(=[O:14])[N:9]([CH2:12][CH3:13])[CH2:10][CH3:11])=[N+:17]=[N-:18]. The catalyst class is: 9. (4) The catalyst class is: 16. Product: [Cl:22][C:23]1[C:24]([O:15][C:5]2[CH:6]=[C:7]([C:8]3[CH:13]=[CH:12][C:11]([F:14])=[CH:10][CH:9]=3)[C:2]([Cl:1])=[CH:3][C:4]=2[C:16]2[CH:21]=[CH:20][N:19]=[N:18][CH:17]=2)=[CH:25][C:26]([F:49])=[C:27]([S:29]([N:32]([CH2:38][C:39]2[CH:44]=[CH:43][C:42]([O:45][CH3:46])=[CH:41][C:40]=2[O:47][CH3:48])[C:33]2[S:34][CH:35]=[N:36][N:37]=2)(=[O:30])=[O:31])[CH:28]=1. Reactant: [Cl:1][C:2]1[C:7]([C:8]2[CH:13]=[CH:12][C:11]([F:14])=[CH:10][CH:9]=2)=[CH:6][C:5]([OH:15])=[C:4]([C:16]2[CH:21]=[CH:20][N:19]=[N:18][CH:17]=2)[CH:3]=1.[Cl:22][C:23]1[C:24](F)=[CH:25][C:26]([F:49])=[C:27]([S:29]([N:32]([CH2:38][C:39]2[CH:44]=[CH:43][C:42]([O:45][CH3:46])=[CH:41][C:40]=2[O:47][CH3:48])[C:33]2[S:34][CH:35]=[N:36][N:37]=2)(=[O:31])=[O:30])[CH:28]=1.C(=O)([O-])[O-].[K+].[K+].O. (5) The catalyst class is: 9. Reactant: [NH2:1][CH2:2][CH2:3][CH2:4][NH:5][C:6](=[O:12])[O:7][C:8]([CH3:11])([CH3:10])[CH3:9].[Cl:13][C:14]1[C:19]([N+:20]([O-:22])=[O:21])=[C:18](Cl)[C:17]([CH3:24])=[C:16]([CH3:25])[N:15]=1.C(N(CC)CC)C.C(=O)([O-])N. Product: [Cl:13][C:14]1[C:19]([N+:20]([O-:22])=[O:21])=[C:18]([NH:1][CH2:2][CH2:3][CH2:4][NH:5][C:6](=[O:12])[O:7][C:8]([CH3:9])([CH3:11])[CH3:10])[C:17]([CH3:24])=[C:16]([CH3:25])[N:15]=1. (6) Reactant: C1C(=O)N([Br:8])C(=O)C1.[CH3:9][N:10]1[CH2:15][CH2:14][N:13]([C:16]2[CH:21]=[CH:20][C:19]([C:22]3[C:26]4[CH2:27][C:28]5[S:29][CH:30]=[CH:31][C:32]=5[C:25]=4[N:24]([CH2:33][O:34][CH2:35][CH2:36][Si:37]([CH3:40])([CH3:39])[CH3:38])[N:23]=3)=[CH:18][CH:17]=2)[CH2:12][CH2:11]1. Product: [Br:8][C:30]1[S:29][C:28]2[CH2:27][C:26]3[C:22]([C:19]4[CH:20]=[CH:21][C:16]([N:13]5[CH2:14][CH2:15][N:10]([CH3:9])[CH2:11][CH2:12]5)=[CH:17][CH:18]=4)=[N:23][N:24]([CH2:33][O:34][CH2:35][CH2:36][Si:37]([CH3:39])([CH3:38])[CH3:40])[C:25]=3[C:32]=2[CH:31]=1. The catalyst class is: 2. (7) Reactant: C(OC(=O)[NH:7][CH2:8][CH:9]([C:33]1[CH:38]=[CH:37][CH:36]=[C:35]([Cl:39])[CH:34]=1)[NH:10][C:11]1[N:16]=[C:15]([C:17]2[N:21]3[CH:22]=[CH:23][N:24]=[C:25]([N:26]4[CH2:31][CH2:30][N:29]([CH3:32])[CH2:28][CH2:27]4)[C:20]3=[N:19][CH:18]=2)[CH:14]=[CH:13][N:12]=1)(C)(C)C.Cl. Product: [Cl:39][C:35]1[CH:34]=[C:33]([CH:9]([NH:10][C:11]2[N:16]=[C:15]([C:17]3[N:21]4[CH:22]=[CH:23][N:24]=[C:25]([N:26]5[CH2:27][CH2:28][N:29]([CH3:32])[CH2:30][CH2:31]5)[C:20]4=[N:19][CH:18]=3)[CH:14]=[CH:13][N:12]=2)[CH2:8][NH2:7])[CH:38]=[CH:37][CH:36]=1. The catalyst class is: 8. (8) Reactant: [Cl:1][C:2]1[CH:7]=[CH:6][N:5]=[C:4]([NH:8]C(=O)OC(C)(C)C)[C:3]=1[I:16].C1(OC)C=CC=CC=1.C(O)(C(F)(F)F)=O. Product: [Cl:1][C:2]1[CH:7]=[CH:6][N:5]=[C:4]([NH2:8])[C:3]=1[I:16]. The catalyst class is: 26.